Predict the product of the given reaction. From a dataset of Forward reaction prediction with 1.9M reactions from USPTO patents (1976-2016). (1) The product is: [O:12]([C:19]1[CH:20]=[CH:21][C:22]([CH2:23][NH:24][C:4](=[O:6])[C:3]2[CH:7]=[CH:8][C:9]([CH3:11])=[N:10][C:2]=2[Cl:1])=[CH:25][CH:26]=1)[C:13]1[CH:18]=[CH:17][CH:16]=[CH:15][CH:14]=1. Given the reactants [Cl:1][C:2]1[N:10]=[C:9]([CH3:11])[CH:8]=[CH:7][C:3]=1[C:4]([OH:6])=O.[O:12]([C:19]1[CH:26]=[CH:25][C:22]([CH2:23][NH2:24])=[CH:21][CH:20]=1)[C:13]1[CH:18]=[CH:17][CH:16]=[CH:15][CH:14]=1.CCN=C=NCCCN(C)C.CN(C=O)C, predict the reaction product. (2) Given the reactants [NH2:1][C:2]1[CH:3]=[C:4]([C:13]2[CH:21]=[CH:20][C:16]([C:17]([NH2:19])=[O:18])=[CH:15][CH:14]=2)[CH:5]=[C:6]([C:8]([O:10][CH2:11][CH3:12])=[O:9])[CH:7]=1.CC(N(C)C)=O.[C:28](Cl)(=[O:35])[C:29]1[CH:34]=[CH:33][CH:32]=[CH:31][CH:30]=1, predict the reaction product. The product is: [C:29]1([C:28]([NH:1][C:2]2[CH:3]=[C:4]([C:13]3[CH:21]=[CH:20][C:16]([C:17]([NH2:19])=[O:18])=[CH:15][CH:14]=3)[CH:5]=[C:6]([C:8]([O:10][CH2:11][CH3:12])=[O:9])[CH:7]=2)=[O:35])[CH:34]=[CH:33][CH:32]=[CH:31][CH:30]=1. (3) Given the reactants [Cl:1][C:2]1[C:3]([CH3:15])=[C:4]([C@@H:8]2[CH2:10][C@H:9]2[C:11](OC)=[O:12])[CH:5]=[CH:6][CH:7]=1.[BH4-].[Li+], predict the reaction product. The product is: [Cl:1][C:2]1[C:3]([CH3:15])=[C:4]([C@@H:8]2[CH2:10][C@H:9]2[CH2:11][OH:12])[CH:5]=[CH:6][CH:7]=1. (4) Given the reactants [F:1][C:2]1[CH:7]=[CH:6][C:5]([F:8])=[CH:4][C:3]=1[C@H:9]1[CH2:13][CH2:12][CH2:11][N:10]1[C:14]1[CH:19]=[CH:18][N:17]2[N:20]=[CH:21][C:22](/[CH:23]=[CH:24]/[C:25](O)=[O:26])=[C:16]2[N:15]=1.CN(C(ON1N=NC2C=CC=NC1=2)=[N+](C)C)C.F[P-](F)(F)(F)(F)F.CCN(C(C)C)C(C)C.[N:61]1([C:67]([O:69][C:70]([CH3:73])([CH3:72])[CH3:71])=[O:68])[CH2:66][CH2:65][NH:64][CH2:63][CH2:62]1, predict the reaction product. The product is: [F:1][C:2]1[CH:7]=[CH:6][C:5]([F:8])=[CH:4][C:3]=1[C@H:9]1[CH2:13][CH2:12][CH2:11][N:10]1[C:14]1[CH:19]=[CH:18][N:17]2[N:20]=[CH:21][C:22](/[CH:23]=[CH:24]/[C:25]([N:64]3[CH2:65][CH2:66][N:61]([C:67]([O:69][C:70]([CH3:73])([CH3:72])[CH3:71])=[O:68])[CH2:62][CH2:63]3)=[O:26])=[C:16]2[N:15]=1. (5) Given the reactants [CH3:1][O:2][C:3]1[CH:4]=[CH:5][C:6](B2OC(C)(C)C(C)(C)O2)=[N:7][CH:8]=1.Br[C:19]1[CH:20]=[C:21]2[C:25](=[CH:26][CH:27]=1)[NH:24][C:23]1[C:28]([CH3:32])=[N:29][CH:30]=[CH:31][C:22]2=1, predict the reaction product. The product is: [CH3:1][O:2][C:3]1[CH:4]=[C:5]([C:19]2[CH:20]=[C:21]3[C:25](=[CH:26][CH:27]=2)[NH:24][C:23]2[C:28]([CH3:32])=[N:29][CH:30]=[CH:31][C:22]3=2)[CH:6]=[N:7][CH:8]=1. (6) Given the reactants [NH2:1][CH2:2][CH2:3][CH2:4][CH2:5][CH2:6][NH:7][C:8]1[C:9]2[CH:17]=[CH:16][NH:15][C:10]=2[N:11]=[C:12](Cl)[N:13]=1.[NH2:18][C:19]1[CH:24]=[CH:23][C:22]([N:25]([CH3:29])[C:26](=[O:28])[CH3:27])=[CH:21][CH:20]=1.C[Si](Cl)(C)C, predict the reaction product. The product is: [NH2:1][CH2:2][CH2:3][CH2:4][CH2:5][CH2:6][NH:7][C:8]1[C:9]2[CH:17]=[CH:16][NH:15][C:10]=2[N:11]=[C:12]([NH:18][C:19]2[CH:20]=[CH:21][C:22]([N:25]([CH3:29])[C:26](=[O:28])[CH3:27])=[CH:23][CH:24]=2)[N:13]=1. (7) Given the reactants C([NH2:4])(C)C.Cl.[C:6]([O:10][C:11]([NH:13][CH:14]([CH2:21][CH:22]([C:26]1[CH:31]=[CH:30][CH:29]=[CH:28][C:27]=1[CH3:32])[C:23](=O)[CH3:24])[C:15](OC(C)C)=[O:16])=[O:12])([CH3:9])([CH3:8])[CH3:7], predict the reaction product. The product is: [CH3:24][C@H:23]1[NH:4][C:15](=[O:16])[CH:14]([NH:13][C:11](=[O:12])[O:10][C:6]([CH3:9])([CH3:8])[CH3:7])[CH2:21][C@H:22]1[C:26]1[CH:31]=[CH:30][CH:29]=[CH:28][C:27]=1[CH3:32].